Dataset: Full USPTO retrosynthesis dataset with 1.9M reactions from patents (1976-2016). Task: Predict the reactants needed to synthesize the given product. Given the product [CH2:1]([N:3]1[C:8](=[O:9])[C:7]2[C:10]([CH3:18])=[C:11]([C:13]3[O:14][CH:15]=[CH:16][CH:17]=3)[S:12][C:6]=2[N:5]([CH3:20])[C:4]1=[O:19])[CH3:2], predict the reactants needed to synthesize it. The reactants are: [CH2:1]([N:3]1[C:8](=[O:9])[C:7]2[C:10]([CH3:18])=[C:11]([C:13]3[O:14][CH:15]=[CH:16][CH:17]=3)[S:12][C:6]=2[NH:5][C:4]1=[O:19])[CH3:2].[C:20](=O)([O-])[O-].[K+].[K+].CI.